Dataset: Peptide-MHC class II binding affinity with 134,281 pairs from IEDB. Task: Regression. Given a peptide amino acid sequence and an MHC pseudo amino acid sequence, predict their binding affinity value. This is MHC class II binding data. (1) The peptide sequence is STGEAHLAEENEGDN. The MHC is HLA-DQA10201-DQB10303 with pseudo-sequence HLA-DQA10201-DQB10303. The binding affinity (normalized) is 0.401. (2) The peptide sequence is VVAPQLPADLMIRII. The MHC is HLA-DQA10201-DQB10202 with pseudo-sequence HLA-DQA10201-DQB10202. The binding affinity (normalized) is 0.0444. (3) The peptide sequence is GELQIWDKIDAAFKI. The MHC is DRB1_0701 with pseudo-sequence DRB1_0701. The binding affinity (normalized) is 0.815.